Dataset: Forward reaction prediction with 1.9M reactions from USPTO patents (1976-2016). Task: Predict the product of the given reaction. (1) Given the reactants [NH2:1][C:2]1[CH:10]=[CH:9][C:8]([O:11][CH3:12])=[CH:7][C:3]=1[C:4]([NH2:6])=O.Cl[C:14]1[CH:22]=[CH:21][CH:20]=[CH:19][C:15]=1[C:16](Cl)=O.[C:23]([N:26]1[CH2:31][CH2:30][NH:29][CH2:28][CH2:27]1)(=[O:25])[CH3:24], predict the reaction product. The product is: [CH:15]1([C:16]2[N:6]=[C:4]([N:29]3[CH2:30][CH2:31][N:26]([C:23](=[O:25])[CH3:24])[CH2:27][CH2:28]3)[C:3]3[C:2](=[CH:10][CH:9]=[C:8]([O:11][CH3:12])[CH:7]=3)[N:1]=2)[CH2:19][CH2:20][CH2:21][CH2:22][CH2:14]1. (2) The product is: [Cl:1][C:2]1[CH:3]=[C:4](/[CH:5]=[CH:12]/[CH:11]=[O:13])[CH:7]=[CH:8][C:9]=1[Cl:10]. Given the reactants [Cl:1][C:2]1[CH:3]=[C:4]([CH:7]=[CH:8][C:9]=1[Cl:10])[CH:5]=O.[CH:11](=[O:13])[CH3:12].[OH-].[K+].C(OC(=O)C)(=O)C.Cl.O, predict the reaction product. (3) Given the reactants [CH3:1][C:2]1[C:7]([CH3:8])=[CH:6][CH:5]=[CH:4][C:3]=1[OH:9].C(=O)([O-])[O-].[K+].[K+].Br[CH:17]([CH3:19])[CH3:18], predict the reaction product. The product is: [CH3:1][C:2]1[C:7]([CH3:8])=[CH:6][CH:5]=[CH:4][C:3]=1[O:9][CH:17]([CH3:19])[CH3:18]. (4) The product is: [ClH:29].[C:25]([O:8][C:7](=[O:9])[C@@H:4]1[CH2:3][C@@H:2]([OH:1])[CH2:6][NH:5]1)(=[O:28])[CH:26]=[CH2:27]. Given the reactants [OH:1][C@H:2]1[CH2:6][NH:5][C@H:4]([C:7]([OH:9])=[O:8])[CH2:3]1.FC(F)(F)C(O)=O.FC(F)(F)S(O)(=O)=O.[C:25]([Cl:29])(=[O:28])[CH:26]=[CH2:27], predict the reaction product. (5) Given the reactants Br[C:2]1[N:7]=[CH:6][C:5]([CH2:8][C@H:9]([NH:12][C:13]([C@@H:15]2[CH2:20][CH2:19][CH2:18][CH2:17][N:16]2C(OC(C)(C)C)=O)=[O:14])[C:10]#[N:11])=[CH:4][CH:3]=1.[OH:28][C:29]1[CH:34]=[CH:33][CH:32]=[CH:31][C:30]=1B(O)O, predict the reaction product. The product is: [C:10]([C@@H:9]([NH:12][C:13]([C@@H:15]1[CH2:20][CH2:19][CH2:18][CH2:17][NH:16]1)=[O:14])[CH2:8][C:5]1[CH:6]=[N:7][C:2]([C:30]2[CH:31]=[CH:32][CH:33]=[CH:34][C:29]=2[OH:28])=[CH:3][CH:4]=1)#[N:11].